Predict the reaction yield, written as a fraction of the theoretical maximum amount of product (1.0 means a 100% yield; for example, 0.34 means a 34% yield). From a dataset of Reaction yield outcomes from USPTO patents with 853,638 reactions. (1) The reactants are [CH2:1]([C:3]1[C:8](=[O:9])[NH:7][C:6]([CH3:10])=[C:5]([C:11]2[S:15][C:14]([CH:16]=[O:17])=[CH:13][CH:12]=2)[CH:4]=1)[CH3:2].[BH4-].[Na+]. The catalyst is CO. The product is [CH2:1]([C:3]1[C:8](=[O:9])[NH:7][C:6]([CH3:10])=[C:5]([C:11]2[S:15][C:14]([CH2:16][OH:17])=[CH:13][CH:12]=2)[CH:4]=1)[CH3:2]. The yield is 0.200. (2) The product is [F:12][C:3]1[CH:4]=[CH:5][CH:6]=[C:7]([C:8]([F:11])([F:10])[F:9])[C:2]=1[S:17]([Cl:20])(=[O:19])=[O:18]. The reactants are Br[C:2]1[C:7]([C:8]([F:11])([F:10])[F:9])=[CH:6][CH:5]=[CH:4][C:3]=1[F:12].S(=O)=O.[Li].[S:17](Cl)([Cl:20])(=[O:19])=[O:18]. The yield is 0.650. The catalyst is O1CCCC1.CCOCC.C1C=CC=CC=1. (3) The reactants are [CH2:1]([O:8][C:9]1[CH:10]=[C:11]2[C:15](=[CH:16][CH:17]=1)[NH:14][CH:13]=[CH:12]2)[C:2]1[CH:7]=[CH:6][CH:5]=[CH:4][CH:3]=1.[BH3-]C#N.[Na+].O.[OH-].[K+]. The catalyst is C(O)(=O)C. The product is [CH2:1]([O:8][C:9]1[CH:10]=[C:11]2[C:15](=[CH:16][CH:17]=1)[NH:14][CH2:13][CH2:12]2)[C:2]1[CH:3]=[CH:4][CH:5]=[CH:6][CH:7]=1. The yield is 0.890. (4) The reactants are [Br:1][C:2]1[N:3]=[C:4]([O:9][CH2:10][CH:11]2[CH2:13][CH2:12]2)[C:5]([NH2:8])=[N:6][CH:7]=1.[C:14](O[C:14]([O:16][C:17]([CH3:20])([CH3:19])[CH3:18])=[O:15])([O:16][C:17]([CH3:20])([CH3:19])[CH3:18])=[O:15]. The catalyst is ClCCl.CN(C)C1C=CN=CC=1. The product is [C:17]([O:16][C:14]([N:8]([C:5]1[C:4]([O:9][CH2:10][CH:11]2[CH2:12][CH2:13]2)=[N:3][C:2]([Br:1])=[CH:7][N:6]=1)[C:14]([O:16][C:17]([CH3:20])([CH3:19])[CH3:18])=[O:15])=[O:15])([CH3:20])([CH3:19])[CH3:18]. The yield is 0.828. (5) The reactants are [N+:1]([C:4]1[CH:5]=[C:6]2[C:10](=[CH:11][CH:12]=1)[NH:9][CH:8]=[CH:7]2)([O-:3])=[O:2].[Al+3].[Cl-].[Cl-].[Cl-].Br[C:18]([CH3:21])([CH3:20])[CH3:19]. The product is [C:18]([C:7]1[C:6]2[C:10](=[CH:11][CH:12]=[C:4]([N+:1]([O-:3])=[O:2])[CH:5]=2)[NH:9][CH:8]=1)([CH3:21])([CH3:20])[CH3:19]. The catalyst is C(Cl)Cl. The yield is 0.310. (6) The reactants are Cl[CH2:2][C:3]1[CH:8]=[CH:7][C:6]([F:9])=[CH:5][C:4]=1[O:10][CH3:11].[Cl:12][CH2:13][CH2:14][CH2:15][OH:16].[H-].[Na+].C(=O)([O-])O.[Na+]. The catalyst is CN(C)C=O. The product is [Cl:12][CH2:13][CH2:14][CH2:15][O:16][CH2:2][C:3]1[CH:8]=[CH:7][C:6]([F:9])=[CH:5][C:4]=1[O:10][CH3:11]. The yield is 0.600. (7) No catalyst specified. The product is [F:19][C:18]1[C:2]([C:29]#[C:28][C@@:26]([OH:30])([C:23]2[CH:22]=[C:21]([CH3:20])[O:25][N:24]=2)[CH3:27])=[CH:3][C:4]2[C:10]3[S:11][C:12]([C:14]([NH2:16])=[O:15])=[CH:13][C:9]=3[CH2:8][CH2:7][O:6][C:5]=2[CH:17]=1. The reactants are Br[C:2]1[C:18]([F:19])=[CH:17][C:5]2[O:6][CH2:7][CH2:8][C:9]3[CH:13]=[C:12]([C:14]([NH2:16])=[O:15])[S:11][C:10]=3[C:4]=2[CH:3]=1.[CH3:20][C:21]1[O:25][N:24]=[C:23]([C@:26]([OH:30])([C:28]#[CH:29])[CH3:27])[CH:22]=1. The yield is 0.410.